This data is from Full USPTO retrosynthesis dataset with 1.9M reactions from patents (1976-2016). The task is: Predict the reactants needed to synthesize the given product. (1) Given the product [Br:20][C:17]1[CH:18]=[CH:19][C:14]([C:12]2[NH:3][C:37]([C@@H:38]3[CH2:30][C@H:31]([CH3:33])[CH2:32][N:28]3[C:26]([O:25][C:21]([CH3:24])([CH3:23])[CH3:22])=[O:27])=[N:39][CH:11]=2)=[CH:15][CH:16]=1, predict the reactants needed to synthesize it. The reactants are: CC[N:3](C(C)C)C(C)C.Br[CH2:11][C:12]([C:14]1[CH:19]=[CH:18][C:17]([Br:20])=[CH:16][CH:15]=1)=O.[C:21]([O:25][C:26]([N:28]1[CH2:32][C@@H:31]([CH3:33])[CH2:30][C@H]1C(O)=O)=[O:27])([CH3:24])([CH3:23])[CH3:22].[C:37](#[N:39])[CH3:38]. (2) Given the product [F:1][C:2]1[CH:7]=[CH:6][C:5]([F:8])=[CH:4][C:3]=1[C@@:9]([OH:20])([CH2:14][N:15]1[CH:19]=[N:18][CH:17]=[N:16]1)[C@@H:10]([CH3:13])[C:11]#[N:12].[C@@:21]12([CH2:31][S:32]([O-:35])(=[O:33])=[O:34])[C:28]([CH3:30])([CH3:29])[CH:25]([CH2:26][CH2:27]1)[CH2:24][C:22]2=[O:23], predict the reactants needed to synthesize it. The reactants are: [F:1][C:2]1[CH:7]=[CH:6][C:5]([F:8])=[CH:4][C:3]=1[C:9]([OH:20])([CH2:14][N:15]1[CH:19]=[N:18][CH:17]=[N:16]1)[CH:10]([CH3:13])[C:11]#[N:12].[C@@:21]12([CH2:31][S:32]([OH:35])(=[O:34])=[O:33])[C:28]([CH3:30])([CH3:29])[CH:25]([CH2:26][CH2:27]1)[CH2:24][C:22]2=[O:23]. (3) Given the product [OH:17][C:6]1[C:5]([CH2:1][CH:2]([CH3:4])[CH3:3])=[C:10]([O:11][CH3:12])[C:9]([O:13][CH3:14])=[C:8]([O:15][CH3:16])[C:7]=1[C:23](=[O:24])[CH3:22], predict the reactants needed to synthesize it. The reactants are: [CH2:1]([C:5]1[C:10]([O:11][CH3:12])=[C:9]([O:13][CH3:14])[C:8]([O:15][CH3:16])=[CH:7][C:6]=1[OH:17])[CH:2]([CH3:4])[CH3:3].B(F)(F)F.[CH3:22][CH2:23][O:24]CC.C(Cl)(=O)C. (4) Given the product [CH2:1]([NH:3][C:4](=[O:43])[NH:5][C:6]1[N:11]=[CH:10][C:9]([C:12]2[CH:13]=[C:14]3[C:19](=[N:20][CH:21]=2)[N:18]([C@@H:22]2[CH2:27][CH2:26][CH2:25][N:24]([CH2:58][CH2:57][N:54]4[CH2:55][CH2:56][O:51][CH2:52][CH2:53]4)[CH2:23]2)[CH:17]=[C:16]([C:28]([O:30][CH2:31][CH3:32])=[O:29])[C:15]3=[O:33])=[C:8]([C:34]2[S:35][CH:36]=[C:37]([C:39]([F:40])([F:42])[F:41])[N:38]=2)[CH:7]=1)[CH3:2], predict the reactants needed to synthesize it. The reactants are: [CH2:1]([NH:3][C:4](=[O:43])[NH:5][C:6]1[N:11]=[CH:10][C:9]([C:12]2[CH:13]=[C:14]3[C:19](=[N:20][CH:21]=2)[N:18]([C@@H:22]2[CH2:27][CH2:26][CH2:25][NH:24][CH2:23]2)[CH:17]=[C:16]([C:28]([O:30][CH2:31][CH3:32])=[O:29])[C:15]3=[O:33])=[C:8]([C:34]2[S:35][CH:36]=[C:37]([C:39]([F:42])([F:41])[F:40])[N:38]=2)[CH:7]=1)[CH3:2].FC(F)(F)C(O)=O.[O:51]1[CH2:56][CH2:55][N:54]([CH2:57][CH:58]=O)[CH2:53][CH2:52]1.CCN(C(C)C)C(C)C.C(O[BH-](OC(=O)C)OC(=O)C)(=O)C.[Na+].